This data is from Serine/threonine kinase 33 screen with 319,792 compounds. The task is: Binary Classification. Given a drug SMILES string, predict its activity (active/inactive) in a high-throughput screening assay against a specified biological target. (1) The molecule is O=C(NCc1cc2c(n(c(c2)C)C)cc1)Cc1ccc(OCC)cc1. The result is 0 (inactive). (2) The molecule is S(C1CC(=O)N(C1=O)c1c2c(ccc1)cccc2)\C(Nc1ccccc1)=N\c1ccccc1. The result is 0 (inactive). (3) The molecule is S(CC(=O)N(Cc1ccccc1)C)c1[nH]nc(c(=O)n1)C. The result is 0 (inactive). (4) The drug is Brc1cc(CNC(C)C)c(OCc2ccccc2)cc1. The result is 0 (inactive). (5) The drug is S(Cc1cc([N+]([O-])=O)c(OCCCCC)cc1)C(N)=N. The result is 0 (inactive). (6) The molecule is s1c2n(cc(n2)c2ccc(NC(=O)C3CCCC3)cc2)cc1. The result is 0 (inactive).